From a dataset of Full USPTO retrosynthesis dataset with 1.9M reactions from patents (1976-2016). Predict the reactants needed to synthesize the given product. (1) Given the product [CH2:1]([O:3][C:4](=[O:33])[CH:5]([C:10]1[CH:11]=[C:12]([C:23]2[CH:24]=[CH:25][C:26]([C:29]([F:30])([F:31])[F:32])=[CH:27][CH:28]=2)[CH:13]=[C:14]([CH:16]2[CH2:21][CH2:20][CH2:19][CH:18]([CH3:22])[NH:17]2)[CH:15]=1)[CH2:6][CH:7]([CH3:9])[CH3:8])[CH3:2], predict the reactants needed to synthesize it. The reactants are: [CH2:1]([O:3][C:4](=[O:33])[CH:5]([C:10]1[CH:11]=[C:12]([C:23]2[CH:28]=[CH:27][C:26]([C:29]([F:32])([F:31])[F:30])=[CH:25][CH:24]=2)[CH:13]=[C:14]([C:16]2[CH:21]=[CH:20][CH:19]=[C:18]([CH3:22])[N:17]=2)[CH:15]=1)[CH2:6][CH:7]([CH3:9])[CH3:8])[CH3:2].Cl.O1CCOCC1. (2) Given the product [F:1][CH:2]([F:32])[C:3]1[CH:7]=[C:6]([CH:8]([F:10])[F:9])[N:5]([CH2:11][C:12]([N:14]2[CH2:19][CH2:18][CH:17]([C:20]3[S:21][CH:22]=[C:23]([C:25]4[CH2:29][CH:28]([CH2:30][O:41][C:35]5[C:34]([F:33])=[CH:39][CH:38]=[CH:37][C:36]=5[F:40])[O:27][N:26]=4)[N:24]=3)[CH2:16][CH2:15]2)=[O:13])[N:4]=1, predict the reactants needed to synthesize it. The reactants are: [F:1][CH:2]([F:32])[C:3]1[CH:7]=[C:6]([CH:8]([F:10])[F:9])[N:5]([CH2:11][C:12]([N:14]2[CH2:19][CH2:18][CH:17]([C:20]3[S:21][CH:22]=[C:23]([C:25]4[CH2:29][CH:28]([CH2:30]Br)[O:27][N:26]=4)[N:24]=3)[CH2:16][CH2:15]2)=[O:13])[N:4]=1.[F:33][C:34]1[CH:39]=[CH:38][CH:37]=[C:36]([F:40])[C:35]=1[OH:41].[OH-].[Na+].Cl. (3) Given the product [F:21][C:22]1[CH:30]=[C:29]2[C:25]([C:26]([C:40]3[CH:41]=[CH:42][C:43]4[O:47][CH:46]=[N:45][C:44]=4[CH:48]=3)=[CH:27][NH:28]2)=[CH:24][CH:23]=1, predict the reactants needed to synthesize it. The reactants are: FC1C=C2C(C(I)=CN2S(C2C=CC=CC=2)(=O)=O)=CC=1.[F:21][C:22]1[CH:30]=[C:29]2[C:25]([C:26]([C:40]3[CH:41]=[CH:42][C:43]4[O:47][CH:46]=[N:45][C:44]=4[CH:48]=3)=[CH:27][N:28]2S(C2C=CC=CC=2)(=O)=O)=[CH:24][CH:23]=1. (4) Given the product [CH3:10][O:11][C:12]1[CH:22]=[N:21][C:20]2[S:19][CH2:18][CH2:17][N:16]([CH2:23][C:24]3[CH:32]=[CH:31][C:27]([C:28]([O:8][CH2:7][CH2:6][CH2:5][CH2:4][O:3][N+:1]([O-:9])=[O:2])=[O:29])=[CH:26][CH:25]=3)[CH2:15][C:14]=2[CH:13]=1, predict the reactants needed to synthesize it. The reactants are: [N+:1]([O-:9])([O:3][CH2:4][CH2:5][CH2:6][CH2:7][OH:8])=[O:2].[CH3:10][O:11][C:12]1[CH:22]=[N:21][C:20]2[S:19][CH2:18][CH2:17][N:16]([CH2:23][C:24]3[CH:32]=[CH:31][C:27]([C:28](O)=[O:29])=[CH:26][CH:25]=3)[CH2:15][C:14]=2[CH:13]=1. (5) Given the product [Cl:11][C:3]1[CH:4]=[C:5]([N+:8]([O-:10])=[O:9])[CH:6]=[CH:7][C:2]=1[CH:21]([C:18]1[CH:19]=[CH:20][C:15]([Cl:14])=[CH:16][CH:17]=1)[C:22]#[N:23], predict the reactants needed to synthesize it. The reactants are: Cl[C:2]1[CH:7]=[CH:6][C:5]([N+:8]([O-:10])=[O:9])=[CH:4][C:3]=1[Cl:11].[OH-].[Na+].[Cl:14][C:15]1[CH:20]=[CH:19][C:18]([CH2:21][C:22]#[N:23])=[CH:17][CH:16]=1.Cl. (6) Given the product [C:17]([O:21][C:22](=[O:23])[CH2:24][CH2:25][CH2:26][S:27]([C:30]1[CH:38]=[C:37]([CH3:39])[CH:36]=[C:32]([C:33](=[O:34])[N:8]([C:5]2[N:6]=[N:7][C:2]([Cl:1])=[CH:3][C:4]=2[C:10]2[CH:15]=[CH:14][CH:13]=[CH:12][C:11]=2[CH3:16])[CH3:9])[CH:31]=1)(=[O:29])=[O:28])([CH3:18])([CH3:19])[CH3:20], predict the reactants needed to synthesize it. The reactants are: [Cl:1][C:2]1[N:7]=[N:6][C:5]([NH:8][CH3:9])=[C:4]([C:10]2[CH:15]=[CH:14][CH:13]=[CH:12][C:11]=2[CH3:16])[CH:3]=1.[C:17]([O:21][C:22]([CH2:24][CH2:25][CH2:26][S:27]([C:30]1[CH:31]=[C:32]([CH:36]=[C:37]([C:39](F)(F)F)[CH:38]=1)[C:33](O)=[O:34])(=[O:29])=[O:28])=[O:23])([CH3:20])([CH3:19])[CH3:18]. (7) Given the product [CH2:14]([O:16][C:17](=[O:25])[C:18](=[O:19])[CH2:20][C:10]([C:4]1[CH:5]=[CH:6][CH:7]=[C:8]([CH3:9])[C:3]=1[O:2][CH3:1])([CH3:12])[CH3:11])[CH3:15], predict the reactants needed to synthesize it. The reactants are: [CH3:1][O:2][C:3]1[C:8]([CH3:9])=[CH:7][CH:6]=[CH:5][C:4]=1[C:10](O)([CH3:12])[CH3:11].[CH2:14]([O:16][C:17](=[O:25])[C:18]([O:20][Si](C)(C)C)=[CH2:19])[CH3:15].[Sn](Cl)(Cl)(Cl)Cl.C(=O)([O-])[O-].[K+].[K+].